From a dataset of Catalyst prediction with 721,799 reactions and 888 catalyst types from USPTO. Predict which catalyst facilitates the given reaction. (1) Reactant: [H-].[Na+].[OH:3][CH2:4][CH2:5][N:6]1[CH2:11][CH2:10][O:9][CH2:8][CH2:7]1.Br[CH2:13][C:14]([C@H:16]1[C@@H:20]2[C@@H:21]3[C@@:34]([CH3:37])([CH2:35][CH2:36][C@@:19]2([C:52]([O:54][CH2:55][C:56]2[CH:61]=[CH:60][CH:59]=[CH:58][CH:57]=2)=[O:53])[CH2:18][CH2:17]1)[C@@:33]1([CH3:38])[C@@H:24]([C@:25]2([CH3:51])[C@@H:30]([CH2:31][CH2:32]1)[C:29]([CH3:40])([CH3:39])[C:28]([C:41]1[CH:46]=[CH:45][C:44]([C:47]([O:49]C)=[O:48])=[CH:43][CH:42]=1)=[CH:27][CH2:26]2)[CH2:23][CH2:22]3)=[CH2:15]. Product: [CH2:55]([O:54][C:52]([C@:19]12[CH2:18][CH2:17][C@@H:16]([C:14]([CH2:15][O:3][CH2:4][CH2:5][N:6]3[CH2:11][CH2:10][O:9][CH2:8][CH2:7]3)=[CH2:13])[C@@H:20]1[C@@H:21]1[C@@:34]([CH3:37])([CH2:35][CH2:36]2)[C@@:33]2([CH3:38])[C@@H:24]([C@:25]3([CH3:51])[C@@H:30]([CH2:31][CH2:32]2)[C:29]([CH3:40])([CH3:39])[C:28]([C:41]2[CH:46]=[CH:45][C:44]([C:47]([OH:49])=[O:48])=[CH:43][CH:42]=2)=[CH:27][CH2:26]3)[CH2:23][CH2:22]1)=[O:53])[C:56]1[CH:61]=[CH:60][CH:59]=[CH:58][CH:57]=1. The catalyst class is: 12. (2) Reactant: [Cl:1][C:2]1[CH:7]=[CH:6][N:5]=[C:4]([CH2:8][NH:9][C:10]2[O:11][C:12]3[C:18]([O:19][CH3:20])=[CH:17][C:16]([C:21]([OH:23])=O)=[CH:15][C:13]=3[N:14]=2)[CH:3]=1.[Si:24]([O:41][CH2:42][CH2:43][CH:44]1[NH:49][CH2:48][CH:47]([CH3:50])[O:46][CH2:45]1)([C:37]([CH3:40])([CH3:39])[CH3:38])([C:31]1[CH:36]=[CH:35][CH:34]=[CH:33][CH:32]=1)[C:25]1[CH:30]=[CH:29][CH:28]=[CH:27][CH:26]=1.C(N(CC)C(C)C)(C)C.CN(C(ON1N=NC2C=CC=NC1=2)=[N+](C)C)C.F[P-](F)(F)(F)(F)F. Product: [Si:24]([O:41][CH2:42][CH2:43][CH:44]1[N:49]([C:21]([C:16]2[CH:17]=[C:18]([O:19][CH3:20])[C:12]3[O:11][C:10]([NH:9][CH2:8][C:4]4[CH:3]=[C:2]([Cl:1])[CH:7]=[CH:6][N:5]=4)=[N:14][C:13]=3[CH:15]=2)=[O:23])[CH2:48][CH:47]([CH3:50])[O:46][CH2:45]1)([C:37]([CH3:38])([CH3:39])[CH3:40])([C:25]1[CH:26]=[CH:27][CH:28]=[CH:29][CH:30]=1)[C:31]1[CH:36]=[CH:35][CH:34]=[CH:33][CH:32]=1. The catalyst class is: 9. (3) Reactant: [C:1]([N:4]1[C:8]2[CH:9]=[CH:10][CH:11]=[CH:12][C:7]=2[NH:6][C:5]1=[O:13])([CH3:3])=[CH2:2].[C:14]([O:18][CH3:19])(=[O:17])[CH:15]=[CH2:16].[OH-].C([N+](C)(C)C)C1C=CC=CC=1.O. Product: [CH3:19][O:18][C:14](=[O:17])[CH2:15][CH2:16][N:6]1[C:7]2[CH:12]=[CH:11][CH:10]=[CH:9][C:8]=2[N:4]([C:1]([CH3:3])=[CH2:2])[C:5]1=[O:13]. The catalyst class is: 39. (4) Reactant: [O:1]=[C:2]1[N:7]([CH2:8][CH2:9][CH2:10][NH:11][C:12]2[CH:17]=[CH:16][CH:15]=[CH:14][N:13]=2)[C:6]2[CH:18]=[CH:19][C:20]([S:22][CH:23]([C:30]3[CH:35]=[CH:34][CH:33]=[CH:32][CH:31]=3)[CH2:24][C:25]([O:27]CC)=[O:26])=[CH:21][C:5]=2[O:4][CH2:3]1.[OH-].[Na+].Cl. Product: [O:1]=[C:2]1[N:7]([CH2:8][CH2:9][CH2:10][NH:11][C:12]2[CH:17]=[CH:16][CH:15]=[CH:14][N:13]=2)[C:6]2[CH:18]=[CH:19][C:20]([S:22][CH:23]([C:30]3[CH:35]=[CH:34][CH:33]=[CH:32][CH:31]=3)[CH2:24][C:25]([OH:27])=[O:26])=[CH:21][C:5]=2[O:4][CH2:3]1. The catalyst class is: 8. (5) The catalyst class is: 201. Product: [F:1][C:2]1[CH:3]=[C:4]2[C:9](=[CH:10][C:11]=1[OH:12])[N:8]=[C:7]([CH3:14])[CH:6]=[CH:5]2. Reactant: [F:1][C:2]1[CH:3]=[C:4]2[C:9](=[CH:10][C:11]=1[O:12]C)[N:8]=[C:7]([CH3:14])[CH:6]=[CH:5]2.[NH4+].[OH-]. (6) Reactant: [CH3:1][N:2]([CH:10]1[CH2:15][CH2:14][CH:13]([O:16][C:17]2[C:28]3[C:27]4[C@@H:26]([CH2:29][CH:30]=[O:31])[CH2:25][CH2:24][C:23]=4[S:22][C:21]=3[N:20]=[CH:19][N:18]=2)[CH2:12][CH2:11]1)[C:3](=[O:9])[O:4][C:5]([CH3:8])([CH3:7])[CH3:6].[CH3:32][Mg+].[Br-]. Product: [OH:31][C@H:30]([CH3:32])[CH2:29][C@H:26]1[CH2:25][CH2:24][C:23]2[S:22][C:21]3[N:20]=[CH:19][N:18]=[C:17]([O:16][CH:13]4[CH2:14][CH2:15][CH:10]([N:2]([CH3:1])[C:3](=[O:9])[O:4][C:5]([CH3:8])([CH3:6])[CH3:7])[CH2:11][CH2:12]4)[C:28]=3[C:27]1=2.[OH:31][C@@H:30]([CH3:32])[CH2:29][C@H:26]1[CH2:25][CH2:24][C:23]2[S:22][C:21]3[N:20]=[CH:19][N:18]=[C:17]([O:16][CH:13]4[CH2:14][CH2:15][CH:10]([N:2]([CH3:1])[C:3](=[O:9])[O:4][C:5]([CH3:8])([CH3:6])[CH3:7])[CH2:11][CH2:12]4)[C:28]=3[C:27]1=2. The catalyst class is: 1. (7) Reactant: [CH3:1][C:2]1[O:8][CH:7]=[C:6]([OH:9])[C:4](=[O:5])[CH:3]=1.CN(C)C.[C:14](Cl)(=[O:21])[C:15]1[CH:20]=[CH:19][CH:18]=[CH:17][CH:16]=1. Product: [C:14]([O:9][C:6]1[C:4](=[O:5])[CH:3]=[C:2]([CH3:1])[O:8][CH:7]=1)(=[O:21])[C:15]1[CH:20]=[CH:19][CH:18]=[CH:17][CH:16]=1. The catalyst class is: 1. (8) Reactant: [CH3:1][C:2]1[N:3]([C:11]2[CH:16]=[CH:15][C:14]([F:17])=[CH:13][C:12]=2[C:18]([F:21])([F:20])[F:19])[C:4]([CH3:10])=[CH:5][C:6]=1[C:7](Cl)=[O:8].[S:22]([NH2:32])(=[O:31])([C:24]1[CH:29]=[CH:28][C:27]([NH2:30])=[CH:26][CH:25]=1)=[O:23].C(N(C(C)C)CC)(C)C. Product: [S:22]([C:24]1[CH:25]=[CH:26][C:27]([NH:30][C:7]([C:6]2[CH:5]=[C:4]([CH3:10])[N:3]([C:11]3[CH:16]=[CH:15][C:14]([F:17])=[CH:13][C:12]=3[C:18]([F:21])([F:20])[F:19])[C:2]=2[CH3:1])=[O:8])=[CH:28][CH:29]=1)(=[O:23])(=[O:31])[NH2:32]. The catalyst class is: 1. (9) Reactant: [Cl:1][C:2]1[CH:3]=[CH:4][C:5]([OH:41])=[C:6]([C:8]2[C:12]([C:13]#[C:14][C:15]3[CH:20]=[CH:19][C:18]([NH:21][C:22]([CH:24]4[CH2:29][O:28][CH2:27][CH2:26][N:25]4[C:30](=[O:39])[CH:31]([NH2:38])[C:32]4[CH:37]=[CH:36][CH:35]=[CH:34][CH:33]=4)=[O:23])=[CH:17][CH:16]=3)=[CH:11][N:10]([CH3:40])[N:9]=2)[CH:7]=1.[N:42]1([C:48](Cl)=[O:49])[CH2:47][CH2:46][O:45][CH2:44][CH2:43]1.C(N(CC)CC)C. Product: [Cl:1][C:2]1[CH:3]=[CH:4][C:5]([OH:41])=[C:6]([C:8]2[C:12]([C:13]#[C:14][C:15]3[CH:20]=[CH:19][C:18]([NH:21][C:22]([CH:24]4[CH2:29][O:28][CH2:27][CH2:26][N:25]4[C:30](=[O:39])[CH:31]([NH:38][C:48]([N:42]4[CH2:47][CH2:46][O:45][CH2:44][CH2:43]4)=[O:49])[C:32]4[CH:33]=[CH:34][CH:35]=[CH:36][CH:37]=4)=[O:23])=[CH:17][CH:16]=3)=[CH:11][N:10]([CH3:40])[N:9]=2)[CH:7]=1. The catalyst class is: 2. (10) Reactant: C(OC(=O)[NH:7][CH2:8][C:9]1[CH:14]=[CH:13][C:12]([NH:15][C:16]2[C:17]3[C:24]([C:25](=[O:32])[C:26]4[CH:31]=[CH:30][CH:29]=[CH:28][CH:27]=4)=[CH:23][NH:22][C:18]=3[N:19]=[CH:20][N:21]=2)=[CH:11][CH:10]=1)(C)(C)C.C(O)(C(F)(F)F)=O. The catalyst class is: 2. Product: [NH2:7][CH2:8][C:9]1[CH:10]=[CH:11][C:12]([NH:15][C:16]2[C:17]3[C:24]([C:25]([C:26]4[CH:27]=[CH:28][CH:29]=[CH:30][CH:31]=4)=[O:32])=[CH:23][NH:22][C:18]=3[N:19]=[CH:20][N:21]=2)=[CH:13][CH:14]=1.